From a dataset of NCI-60 drug combinations with 297,098 pairs across 59 cell lines. Regression. Given two drug SMILES strings and cell line genomic features, predict the synergy score measuring deviation from expected non-interaction effect. (1) Drug 1: C1=NC2=C(N1)C(=S)N=C(N2)N. Drug 2: CNC(=O)C1=NC=CC(=C1)OC2=CC=C(C=C2)NC(=O)NC3=CC(=C(C=C3)Cl)C(F)(F)F. Cell line: SNB-75. Synergy scores: CSS=14.5, Synergy_ZIP=-5.09, Synergy_Bliss=0.236, Synergy_Loewe=-1.24, Synergy_HSA=-0.0949. (2) Drug 1: C1CC(C1)(C(=O)O)C(=O)O.[NH2-].[NH2-].[Pt+2]. Drug 2: C(CN)CNCCSP(=O)(O)O. Cell line: MDA-MB-435. Synergy scores: CSS=-2.20, Synergy_ZIP=-1.68, Synergy_Bliss=-6.91, Synergy_Loewe=-5.95, Synergy_HSA=-7.42. (3) Drug 1: C1C(C(OC1N2C=C(C(=O)NC2=O)F)CO)O. Drug 2: CCC1(C2=C(COC1=O)C(=O)N3CC4=CC5=C(C=CC(=C5CN(C)C)O)N=C4C3=C2)O.Cl. Cell line: COLO 205. Synergy scores: CSS=64.8, Synergy_ZIP=-4.95, Synergy_Bliss=-5.04, Synergy_Loewe=4.60, Synergy_HSA=6.42.